This data is from Reaction yield outcomes from USPTO patents with 853,638 reactions. The task is: Predict the reaction yield, written as a fraction of the theoretical maximum amount of product (1.0 means a 100% yield; for example, 0.34 means a 34% yield). The reactants are [CH2:1]([NH:4][C:5]1[N:10]=[C:9]([NH:11][CH2:12][CH2:13][CH3:14])[N:8]=[C:7]([N:15](C)[O:16][CH3:17])[N:6]=1)[CH2:2][CH3:3].Cl.[F:20][CH:21]([F:25])CON. No catalyst specified. The product is [CH2:1]([NH:4][C:5]1[N:10]=[C:9]([NH:11][CH2:12][CH2:13][CH3:14])[N:8]=[C:7]([NH:15][O:16][CH2:17][CH:21]([F:25])[F:20])[N:6]=1)[CH2:2][CH3:3]. The yield is 0.590.